From a dataset of Reaction yield outcomes from USPTO patents with 853,638 reactions. Predict the reaction yield, written as a fraction of the theoretical maximum amount of product (1.0 means a 100% yield; for example, 0.34 means a 34% yield). (1) The reactants are FC(F)(F)S([O-])(=O)=O.[CH2:9]([C@H:16]1[C@H:24]([CH3:25])[O:23][C:22](=[O:26])[C@@H:21]([NH3+:27])[CH2:20][O:19][CH2:18][C@@H:17]1[O:28][CH2:29][O:30][CH2:31][C:32]1[CH:37]=[CH:36][CH:35]=[CH:34][CH:33]=1)[C:10]1[CH:15]=[CH:14][CH:13]=[CH:12][CH:11]=1.[OH:38][C:39]1[C:40]([C:47](O)=[O:48])=[N:41][CH:42]=[CH:43][C:44]=1[O:45][CH3:46].C(N(C(C)C)C(C)C)C.C1CN([P+](ON2N=NC3C=CC=CC2=3)(N2CCCC2)N2CCCC2)CC1.F[P-](F)(F)(F)(F)F. The catalyst is C(Cl)Cl. The product is [CH2:9]([C@H:16]1[C@H:24]([CH3:25])[O:23][C:22](=[O:26])[C@@H:21]([NH:27][C:47](=[O:48])[C:40]2[C:39]([OH:38])=[C:44]([O:45][CH3:46])[CH:43]=[CH:42][N:41]=2)[CH2:20][O:19][CH2:18][C@@H:17]1[O:28][CH2:29][O:30][CH2:31][C:32]1[CH:33]=[CH:34][CH:35]=[CH:36][CH:37]=1)[C:10]1[CH:11]=[CH:12][CH:13]=[CH:14][CH:15]=1. The yield is 0.700. (2) The reactants are [O:1]([C:8]1[CH:14]=[CH:13][CH:12]=[CH:11][C:9]=1[NH2:10])[C:2]1[CH:7]=[CH:6][CH:5]=[CH:4][CH:3]=1.P(=O)(O)(O)O.[N+]([O-])(O)=O.[N:24]([O-])=O.[Na+].C([O-])(=O)C.[K+].[C:33]([CH2:36][C:37](=[O:39])[CH3:38])(=[O:35])[CH3:34]. The catalyst is O.C(O)C. The product is [O:1]([C:8]1[CH:14]=[CH:13][CH:12]=[CH:11][C:9]=1[NH:10][N:24]=[C:36]([C:37](=[O:39])[CH3:38])[C:33](=[O:35])[CH3:34])[C:2]1[CH:3]=[CH:4][CH:5]=[CH:6][CH:7]=1. The yield is 0.310. (3) The reactants are [S-:1][C:2]#[N:3].[Na+].[F:5][C:6]1[CH:11]=[CH:10][C:9]([CH2:12][C:13](Cl)=[O:14])=[CH:8][CH:7]=1.[F:16][C:17]1[CH:18]=[C:19]([NH2:36])[CH:20]=[CH:21][C:22]=1[O:23][CH:24]1[C:29]2=[C:30]([CH:33]([CH3:35])[CH3:34])[CH:31]=[CH:32][N:28]2[N:27]=[CH:26][NH:25]1.C1COCC1.ClCCl. The catalyst is C(OCC)(=O)C. The product is [F:16][C:17]1[CH:18]=[C:19]([NH:36][C:2]([NH:3][C:13](=[O:14])[CH2:12][C:9]2[CH:10]=[CH:11][C:6]([F:5])=[CH:7][CH:8]=2)=[S:1])[CH:20]=[CH:21][C:22]=1[O:23][CH:24]1[C:29]2=[C:30]([CH:33]([CH3:34])[CH3:35])[CH:31]=[CH:32][N:28]2[N:27]=[CH:26][NH:25]1. The yield is 0.750. (4) The reactants are [CH2:1]([CH2:3][NH2:4])[OH:2].[Br:5][C:6]1[C:7]([C:13]#[N:14])=[N:8][CH:9]=[C:10](Cl)[N:11]=1.C(N(C(C)C)C(C)C)C. The catalyst is O1CCOCC1. The product is [Br:5][C:6]1[C:7]([C:13]#[N:14])=[N:8][CH:9]=[C:10]([NH:4][CH2:3][CH2:1][OH:2])[N:11]=1. The yield is 0.539. (5) The reactants are [NH2:1][C:2]1[C:10]2[C:9]([C:11]3[CH:16]=[CH:15][CH:14]=[C:13]([O:17]C)[C:12]=3[F:19])=[N:8][C:7]([NH:20][CH:21]3[CH2:23][CH2:22]3)=[N:6][C:5]=2[S:4][C:3]=1[C:24]([NH2:26])=[O:25].B(Br)(Br)Br. The catalyst is C(Cl)Cl. The product is [NH2:1][C:2]1[C:10]2[C:9]([C:11]3[CH:16]=[CH:15][CH:14]=[C:13]([OH:17])[C:12]=3[F:19])=[N:8][C:7]([NH:20][CH:21]3[CH2:22][CH2:23]3)=[N:6][C:5]=2[S:4][C:3]=1[C:24]([NH2:26])=[O:25]. The yield is 0.230. (6) The reactants are [NH2:1][C:2]1[NH:3][N:4]=[CH:5][CH:6]=1.FC1C=CC(C(O[C:15]([C:23]2[CH:28]=[CH:27][C:26]([F:29])=[CH:25][CH:24]=2)=[CH:16][C:17]2[CH:22]=[CH:21][N:20]=[CH:19][CH:18]=2)=O)=CC=1. The catalyst is CCO.Cl.C(Cl)(Cl)Cl.CO. The product is [F:29][C:26]1[CH:25]=[CH:24][C:23]([C:15]2[C:16]([C:17]3[CH:18]=[CH:19][N:20]=[CH:21][CH:22]=3)=[C:15]([C:23]3[CH:28]=[CH:27][C:26]([F:29])=[CH:25][CH:24]=3)[N:1]=[C:2]3[NH:3][N:4]=[CH:5][C:6]=23)=[CH:28][CH:27]=1. The yield is 0.230. (7) The catalyst is C(O)C. The product is [CH2:1]([N:4]1[CH2:5][C@@H:6]([CH3:16])[NH:7][CH2:8][C@@H:9]1[CH3:10])[CH:2]=[CH2:3]. The reactants are [CH2:1]([N:4]1[C@H:9]([CH3:10])[CH2:8][N:7](C(OCC)=O)[C@@H:6]([CH3:16])[CH2:5]1)[CH:2]=[CH2:3].[OH-].[K+].C(=O)=O.C1(C)C=CC=CC=1. The yield is 0.690.